Task: Predict the reactants needed to synthesize the given product.. Dataset: Full USPTO retrosynthesis dataset with 1.9M reactions from patents (1976-2016) Given the product [CH:13]([S:14]([O:4][CH2:1][C:2]#[CH:3])(=[O:16])=[O:15])=[CH2:12], predict the reactants needed to synthesize it. The reactants are: [CH2:1]([OH:4])[C:2]#[CH:3].C(N(CC)CC)C.[CH2:12](S(Cl)(=O)=O)[CH2:13][S:14](Cl)(=[O:16])=[O:15].O.